From a dataset of Full USPTO retrosynthesis dataset with 1.9M reactions from patents (1976-2016). Predict the reactants needed to synthesize the given product. (1) The reactants are: [NH2:1][C:2]1[C:6]([C:7]2[CH:8]=[C:9]3[C:13](=[CH:14][CH:15]=2)[NH:12][CH:11]=[CH:10]3)=[C:5]([C:16]2[CH:21]=[CH:20][CH:19]=[CH:18][CH:17]=2)[S:4][C:3]=1[C:22]([O:24]C)=O.C([O-])=O.[NH4+].[CH:30]([NH2:32])=O. Given the product [NH:12]1[C:13]2[C:9](=[CH:8][C:7]([C:6]3[C:2]4[N:1]=[CH:30][NH:32][C:22](=[O:24])[C:3]=4[S:4][C:5]=3[C:16]3[CH:21]=[CH:20][CH:19]=[CH:18][CH:17]=3)=[CH:15][CH:14]=2)[CH:10]=[CH:11]1, predict the reactants needed to synthesize it. (2) Given the product [CH3:1][O:2][C:3]1[CH:4]=[C:5]([N:12]2[CH2:17][CH2:16][NH:15][CH2:14][CH2:13]2)[CH:6]=[CH:7][C:8]=1[N+:9]([O-:11])=[O:10], predict the reactants needed to synthesize it. The reactants are: [CH3:1][O:2][C:3]1[CH:4]=[C:5]([N:12]2[CH2:17][CH2:16][N:15](C(OC(C)(C)C)=O)[CH2:14][CH2:13]2)[CH:6]=[CH:7][C:8]=1[N+:9]([O-:11])=[O:10].